This data is from NCI-60 drug combinations with 297,098 pairs across 59 cell lines. The task is: Regression. Given two drug SMILES strings and cell line genomic features, predict the synergy score measuring deviation from expected non-interaction effect. Drug 1: C1=NNC2=C1C(=O)NC=N2. Drug 2: CC12CCC3C(C1CCC2OP(=O)(O)O)CCC4=C3C=CC(=C4)OC(=O)N(CCCl)CCCl.[Na+]. Synergy scores: CSS=15.1, Synergy_ZIP=2.75, Synergy_Bliss=8.01, Synergy_Loewe=-4.12, Synergy_HSA=-1.12. Cell line: HCT116.